This data is from Full USPTO retrosynthesis dataset with 1.9M reactions from patents (1976-2016). The task is: Predict the reactants needed to synthesize the given product. (1) The reactants are: [F:1][C:2]1[CH:7]=[CH:6][CH:5]=[C:4](I)[C:3]=1[C:9]1[C:13]([C:14]([O:16][CH2:17][CH3:18])=[O:15])=[C:12]([CH3:19])[O:11][N:10]=1.[CH2:20]([N:22](CC)CC)C.C[Si](C#N)(C)C. Given the product [CH2:17]([O:16][C:14]([C:13]1[C:9]([C:3]2[C:2]([F:1])=[CH:7][CH:6]=[CH:5][C:4]=2[C:20]#[N:22])=[N:10][O:11][C:12]=1[CH3:19])=[O:15])[CH3:18], predict the reactants needed to synthesize it. (2) Given the product [Cl:1][C:2]1[CH:3]=[C:4]([C@@H:12]([CH2:26][CH:27]2[CH2:28][CH2:29][CH2:30][CH2:31]2)[C:13]([NH:15][C:16]2[CH:20]=[CH:19][N:18]([CH2:21][CH2:22][C:23]([N:46]3[CH2:51][CH2:50][O:49][CH2:48][CH2:47]3)=[O:24])[N:17]=2)=[O:14])[CH:5]=[CH:6][C:7]=1[S:8]([CH3:11])(=[O:10])=[O:9], predict the reactants needed to synthesize it. The reactants are: [Cl:1][C:2]1[CH:3]=[C:4]([C@@H:12]([CH2:26][CH:27]2[CH2:31][CH2:30][CH2:29][CH2:28]2)[C:13]([NH:15][C:16]2[CH:20]=[CH:19][N:18]([CH2:21][CH2:22][C:23](O)=[O:24])[N:17]=2)=[O:14])[CH:5]=[CH:6][C:7]=1[S:8]([CH3:11])(=[O:10])=[O:9].C(Cl)(=O)C(Cl)=O.N1C(C)=CC=CC=1C.[NH:46]1[CH2:51][CH2:50][O:49][CH2:48][CH2:47]1. (3) Given the product [Cl:38][CH2:29][C:26]1[S:25][C:24]([C:21]2[NH:22][C:23]3[C:19]([CH:20]=2)=[CH:18][CH:17]=[CH:16][C:15]=3[N:6]([CH2:5][CH2:4][O:3][CH2:1][CH3:2])[S:7]([C:10]2[S:11][CH:12]=[CH:13][CH:14]=2)(=[O:9])=[O:8])=[N:28][CH:27]=1, predict the reactants needed to synthesize it. The reactants are: [CH2:1]([O:3][CH2:4][CH2:5][N:6]([C:15]1[CH:16]=[CH:17][CH:18]=[C:19]2[C:23]=1[NH:22][C:21]([C:24]1[S:25][C:26]([CH2:29]O)=[CH:27][N:28]=1)=[CH:20]2)[S:7]([C:10]1[S:11][CH:12]=[CH:13][CH:14]=1)(=[O:9])=[O:8])[CH3:2].O1CCCC1.S(Cl)([Cl:38])=O. (4) Given the product [C:1]([O:5][C:6]([N:8]1[C:16]2[C:11](=[CH:12][C:13]([CH2:17][CH2:18][CH2:19][CH2:20][CH2:21][N:30]([CH2:33][CH:34]=[CH2:35])[CH3:31])=[CH:14][CH:15]=2)[CH2:10][CH2:9]1)=[O:7])([CH3:4])([CH3:3])[CH3:2], predict the reactants needed to synthesize it. The reactants are: [C:1]([O:5][C:6]([N:8]1[C:16]2[C:11](=[CH:12][C:13]([CH2:17][CH2:18][CH2:19][CH2:20][CH2:21]O)=[CH:14][CH:15]=2)[CH2:10][CH2:9]1)=[O:7])([CH3:4])([CH3:3])[CH3:2].CS(Cl)(=O)=O.C([N:30]([CH2:33][CH3:34])[CH2:31]C)C.[CH2:35](CN)C=C. (5) Given the product [CH2:20]([C:5]1[C:6]([C:7](=[O:8])[NH:9][CH2:10][CH2:11][CH2:12][N:13]2[CH2:17][CH2:16][CH2:15][C:14]2=[O:18])=[CH:19][C:2]([NH:1][C:43]([C:41]2[N:42]=[C:38]([CH:35]3[CH2:37][CH2:36]3)[O:39][CH:40]=2)=[O:44])=[C:3]([N:22]2[CH2:23][CH2:24][N:25]([C:28]3[CH:33]=[CH:32][CH:31]=[CH:30][C:29]=3[CH3:34])[CH2:26][CH2:27]2)[CH:4]=1)[CH3:21], predict the reactants needed to synthesize it. The reactants are: [NH2:1][C:2]1[C:3]([N:22]2[CH2:27][CH2:26][N:25]([C:28]3[CH:33]=[CH:32][CH:31]=[CH:30][C:29]=3[CH3:34])[CH2:24][CH2:23]2)=[CH:4][C:5]([CH2:20][CH3:21])=[C:6]([CH:19]=1)[C:7]([NH:9][CH2:10][CH2:11][CH2:12][N:13]1[CH2:17][CH2:16][CH2:15][C:14]1=[O:18])=[O:8].[CH:35]1([C:38]2[O:39][CH:40]=[C:41]([C:43](O)=[O:44])[N:42]=2)[CH2:37][CH2:36]1.C(N(CC)C(C)C)(C)C.CN(C(ON1N=NC2C=CC=NC1=2)=[N+](C)C)C.F[P-](F)(F)(F)(F)F. (6) Given the product [N:1]1([C:6]2[CH:7]=[C:8]([C:17]3[S:18][C:19]([C:23]([OH:25])=[O:24])=[C:20]([CH3:22])[N:21]=3)[CH:9]=[CH:10][C:11]=2[O:12][CH2:13][CH:14]([CH3:16])[CH3:15])[CH:5]=[CH:4][N:3]=[CH:2]1, predict the reactants needed to synthesize it. The reactants are: [N:1]1([C:6]2[CH:7]=[C:8]([C:17]3[S:18][C:19]([C:23]([O-:25])=[O:24])=[C:20]([CH3:22])[N:21]=3)[CH:9]=[CH:10][C:11]=2[O:12][CH2:13][CH:14]([CH3:16])[CH3:15])[CH:5]=[CH:4][N:3]=[CH:2]1.O1CCCC1.CO.[OH-].[Na+].Cl. (7) Given the product [N:12]1([CH2:2][C:3]2[CH:8]=[CH:7][C:6]([C:9]#[N:10])=[CH:5][CH:4]=2)[CH:16]=[N:15][CH:14]=[N:13]1, predict the reactants needed to synthesize it. The reactants are: Br[CH2:2][C:3]1[CH:8]=[CH:7][C:6]([C:9]#[N:10])=[CH:5][CH:4]=1.[Na].[NH:12]1[CH:16]=[N:15][CH:14]=[N:13]1.